This data is from Reaction yield outcomes from USPTO patents with 853,638 reactions. The task is: Predict the reaction yield, written as a fraction of the theoretical maximum amount of product (1.0 means a 100% yield; for example, 0.34 means a 34% yield). (1) The reactants are [OH-].[K+].[N+:3]([C:6]1[C:15]([O:16][CH3:17])=[C:14]([CH3:18])[C:13]([O:19][CH3:20])=[CH:12][C:7]=1[C:8]([O:10]C)=[O:9])([O-:5])=[O:4].Cl. The catalyst is CO. The product is [N+:3]([C:6]1[C:15]([O:16][CH3:17])=[C:14]([CH3:18])[C:13]([O:19][CH3:20])=[CH:12][C:7]=1[C:8]([OH:10])=[O:9])([O-:5])=[O:4]. The yield is 0.810. (2) The reactants are [Cl:1][C:2]1[CH:3]=[C:4]([CH:8]([C:10]2[CH:15]=[CH:14][CH:13]=[CH:12][CH:11]=2)O)[CH:5]=[CH:6][CH:7]=1.S(Cl)([Cl:18])=O. No catalyst specified. The product is [Cl:1][C:2]1[CH:7]=[CH:6][CH:5]=[C:4]([CH:8]([Cl:18])[C:10]2[CH:15]=[CH:14][CH:13]=[CH:12][CH:11]=2)[CH:3]=1. The yield is 0.370. (3) The reactants are [C:1]([O:5][C:6](=[O:41])[N:7]([CH2:12][C:13]1[O:14][C:15]2[CH:21]=[C:20]([C:22]3[C:30]4[C:25](=[CH:26][C:27]([F:31])=[CH:28][CH:29]=4)[N:24](S(C4C=CC=CC=4)(=O)=O)[CH:23]=3)[CH:19]=[CH:18][C:16]=2[N:17]=1)[S:8]([CH3:11])(=[O:10])=[O:9])([CH3:4])([CH3:3])[CH3:2].[OH-].[Na+].Cl. The catalyst is CO.O. The product is [C:1]([O:5][C:6](=[O:41])[N:7]([CH2:12][C:13]1[O:14][C:15]2[CH:21]=[C:20]([C:22]3[C:30]4[C:25](=[CH:26][C:27]([F:31])=[CH:28][CH:29]=4)[NH:24][CH:23]=3)[CH:19]=[CH:18][C:16]=2[N:17]=1)[S:8]([CH3:11])(=[O:9])=[O:10])([CH3:4])([CH3:2])[CH3:3]. The yield is 1.00. (4) The yield is 0.0700. The reactants are C([O:14][C:15]([C:17]1([O:20]/[N:21]=[C:22](/[C:72]2[N:73]=[C:74]([NH:77]C(OC(C)(C)C)=O)[S:75][CH:76]=2)\[C:23]([NH:25][C@@H:26]2[C:29](=[O:30])[N:28]([S:31]([OH:34])(=[O:33])=[O:32])[C@@H:27]2[CH2:35][N:36]2[N:40]=[C:39]([CH2:41][N:42]([CH3:71])[C:43](=[N:63]C(OC(C)(C)C)=O)[N:44](C(OC(C)(C)C)=O)[CH2:45][CH2:46][CH2:47][NH:48]C(=O)OC(C)(C)C)[CH:38]=[N:37]2)=[O:24])[CH2:19][CH2:18]1)=[O:16])(C1C=CC=CC=1)C1C=CC=CC=1.C(O)(C(F)(F)F)=O. The product is [NH2:48][CH2:47][CH2:46][CH2:45][NH:44][C:43](=[NH:63])[N:42]([CH2:41][C:39]1[CH:38]=[N:37][N:36]([CH2:35][C@@H:27]2[C@H:26]([NH:25][C:23](=[O:24])/[C:22](=[N:21]\[O:20][C:17]3([C:15]([OH:16])=[O:14])[CH2:19][CH2:18]3)/[C:72]3[N:73]=[C:74]([NH2:77])[S:75][CH:76]=3)[C:29](=[O:30])[N:28]2[S:31]([OH:34])(=[O:32])=[O:33])[N:40]=1)[CH3:71]. The catalyst is C(Cl)Cl. (5) The reactants are [CH3:1][O:2][C:3]1[CH:4]=[C:5]([C:9]2[CH:14]=[CH:13][CH:12]=[C:11]([CH:15]=O)[CH:10]=2)[CH:6]=[CH:7][CH:8]=1.[CH2:17]([SH:21])[CH2:18][CH2:19][SH:20].C(=O)(O)[O-].[Na+]. The catalyst is ClCCl. The product is [CH3:1][O:2][C:3]1[CH:4]=[C:5]([C:9]2[CH:14]=[CH:13][CH:12]=[C:11]([CH:15]3[S:21][CH2:17][CH2:18][CH2:19][S:20]3)[CH:10]=2)[CH:6]=[CH:7][CH:8]=1. The yield is 0.990. (6) The reactants are Cl.[Cl:2][CH2:3][CH2:4][NH:5][CH2:6][CH2:7][Cl:8].[OH-].[Na+].[C:11](O[C:11]([O:13][C:14]([CH3:17])([CH3:16])[CH3:15])=[O:12])([O:13][C:14]([CH3:17])([CH3:16])[CH3:15])=[O:12]. The catalyst is ClCCl. The product is [C:14]([O:13][C:11](=[O:12])[N:5]([CH2:6][CH2:7][Cl:8])[CH2:4][CH2:3][Cl:2])([CH3:17])([CH3:16])[CH3:15]. The yield is 1.00. (7) The reactants are [O:1]([CH3:11])[CH:2]1[O:8][C@H:7]([CH2:9][OH:10])[C@@H:5]([OH:6])[C@@H:3]1O.[H-].[Na+].[CH2:14](Br)[C:15]1[CH:20]=[CH:19][CH:18]=[CH:17][CH:16]=1.[CH3:22][OH:23]. The catalyst is O1CCCC1.[I-].C([N+](CCCC)(CCCC)CCCC)CCC. The product is [CH2:22]([O:23][C@H:3]1[C@H:5]([O:6][CH2:14][C:15]2[CH:20]=[CH:19][CH:18]=[CH:17][CH:16]=2)[C@@H:7]([CH2:9][O:10][CH2:14][C:15]2[CH:20]=[CH:19][CH:18]=[CH:17][CH:16]=2)[O:8][CH:2]1[O:1][CH3:11])[C:15]1[CH:20]=[CH:19][CH:18]=[CH:17][CH:16]=1. The yield is 0.870. (8) The reactants are [Cl:1][C:2]1[C:3]([N:9]2[C:13]([C:14]3[O:15]C=CC=3)=[CH:12][C:11]([C:19]([F:22])([F:21])[F:20])=[N:10]2)=[N:4][CH:5]=[C:6]([Cl:8])[CH:7]=1.CC(C)=[O:25].[Mn]([O-])(=O)(=O)=O.[K+]. The catalyst is O. The product is [Cl:1][C:2]1[C:3]([N:9]2[C:13]([C:14]([OH:15])=[O:25])=[CH:12][C:11]([C:19]([F:22])([F:21])[F:20])=[N:10]2)=[N:4][CH:5]=[C:6]([Cl:8])[CH:7]=1. The yield is 0.580. (9) The reactants are [CH3:1][C:2]([CH3:23])([CH3:22])[CH2:3][N:4]([CH2:13][C:14]1[CH:19]=[CH:18][C:17]([C:20]#[CH:21])=[CH:16][CH:15]=1)[C:5]1[CH:10]=[CH:9][N:8]=[C:7]([C:11]#[N:12])[N:6]=1. The catalyst is CCO.[Pd]. The product is [CH3:1][C:2]([CH3:22])([CH3:23])[CH2:3][N:4]([CH2:13][C:14]1[CH:15]=[CH:16][C:17]([CH2:20][CH3:21])=[CH:18][CH:19]=1)[C:5]1[CH:10]=[CH:9][N:8]=[C:7]([C:11]#[N:12])[N:6]=1. The yield is 0.770. (10) The reactants are C[O:2][C:3]([C:5]1[CH:14]=[C:13]([O:15][CH2:16][C:17]([O:19]CC)=[O:18])[C:12]2[C:7](=[CH:8][C:9]([Cl:23])=[CH:10][C:11]=2[Cl:22])[CH:6]=1)=[O:4].[Li+].[OH-].Cl. The catalyst is C1COCC1.O. The product is [C:17]([CH2:16][O:15][C:13]1[C:12]2[C:7](=[CH:8][C:9]([Cl:23])=[CH:10][C:11]=2[Cl:22])[CH:6]=[C:5]([C:3]([OH:4])=[O:2])[CH:14]=1)([OH:19])=[O:18]. The yield is 0.790.